Dataset: Catalyst prediction with 721,799 reactions and 888 catalyst types from USPTO. Task: Predict which catalyst facilitates the given reaction. (1) Reactant: [F:1][C:2]1[CH:3]=[C:4]([C:8]2[N:13]=[C:12]([CH3:14])[C:11]([C:15]([OH:17])=O)=[CH:10][N:9]=2)[CH:5]=[CH:6][CH:7]=1.[C:18]1([N:24]([C:26]2[CH:31]=[CH:30][CH:29]=[CH:28][CH:27]=2)[NH2:25])[CH:23]=[CH:22][CH:21]=[CH:20][CH:19]=1.C[N+]1(C2N=C(OC)N=C(OC)N=2)CCOCC1.[Cl-]. Product: [C:18]1([N:24]([C:26]2[CH:31]=[CH:30][CH:29]=[CH:28][CH:27]=2)[NH:25][C:15]([C:11]2[C:12]([CH3:14])=[N:13][C:8]([C:4]3[CH:5]=[CH:6][CH:7]=[C:2]([F:1])[CH:3]=3)=[N:9][CH:10]=2)=[O:17])[CH:19]=[CH:20][CH:21]=[CH:22][CH:23]=1. The catalyst class is: 31. (2) The catalyst class is: 1. Reactant: [CH3:1][C:2]1[C:7]([C:8]2[CH:13]=[CH:12][CH:11]=[CH:10][C:9]=2[C:14]([F:17])([F:16])[F:15])=[N:6][N:5]2[C:18]([C:21]([O:23]CC)=[O:22])=[CH:19][N:20]=[C:4]2[C:3]=1[CH3:26].O.[Li+].[OH-].Cl. Product: [CH3:1][C:2]1[C:7]([C:8]2[CH:13]=[CH:12][CH:11]=[CH:10][C:9]=2[C:14]([F:16])([F:15])[F:17])=[N:6][N:5]2[C:18]([C:21]([OH:23])=[O:22])=[CH:19][N:20]=[C:4]2[C:3]=1[CH3:26].